From a dataset of NCI-60 drug combinations with 297,098 pairs across 59 cell lines. Regression. Given two drug SMILES strings and cell line genomic features, predict the synergy score measuring deviation from expected non-interaction effect. Drug 1: CS(=O)(=O)CCNCC1=CC=C(O1)C2=CC3=C(C=C2)N=CN=C3NC4=CC(=C(C=C4)OCC5=CC(=CC=C5)F)Cl. Drug 2: N.N.Cl[Pt+2]Cl. Cell line: PC-3. Synergy scores: CSS=45.9, Synergy_ZIP=-1.39, Synergy_Bliss=0.0730, Synergy_Loewe=-1.38, Synergy_HSA=2.35.